Dataset: Forward reaction prediction with 1.9M reactions from USPTO patents (1976-2016). Task: Predict the product of the given reaction. (1) Given the reactants Br[C:2]1[CH:3]=[C:4]2[C:15]3([C:20]4[CH:21]=[CH:22][CH:23]=[N:24][C:19]=4[O:18][C:17]([NH2:25])=[N:16]3)[C:14]3[CH:13]=[C:12](Cl)[N:11]=[CH:10][C:9]=3[O:8][C:5]2=[CH:6][CH:7]=1.[F:27][C:28]1[C:33](B(O)O)=[CH:32][CH:31]=[CH:30][N:29]=1.[F:37][C:38]1[CH:43]=[C:42](B(O)O)[CH:41]=[CH:40][N:39]=1, predict the reaction product. The product is: [F:27][C:28]1[C:33]([C:2]2[CH:3]=[C:4]3[C:15]4([C:20]5[CH:21]=[CH:22][CH:23]=[N:24][C:19]=5[O:18][C:17]([NH2:25])=[N:16]4)[C:14]4[CH:13]=[C:12]([C:42]5[CH:41]=[CH:40][N:39]=[C:38]([F:37])[CH:43]=5)[N:11]=[CH:10][C:9]=4[O:8][C:5]3=[CH:6][CH:7]=2)=[CH:32][CH:31]=[CH:30][N:29]=1. (2) The product is: [P:1]([O:5][CH2:6][C@H:7]1[O:11][C@@H:10]([N:12]2[C:26]3[N:25]=[CH:24][N:23]=[C:16]([NH2:17])[C:15]=3[N:14]=[CH:13]2)[C@H:9]([O:27][CH3:28])[C@@H:8]1[OH:29])([OH:3])([OH:4])=[O:2]. Given the reactants [P:1]([O:5][CH2:6][C@H:7]1[O:11][C@@H:10]([N:12]2[C:26]3[N:25]=[CH:24][N:23]=[C:16]([NH:17]C(=O)CCC)[C:15]=3[N:14]=[CH:13]2)[C@H:9]([O:27][CH3:28])[C@@H:8]1[O:29]C(=O)C1C=CC=CC=1)([OH:4])([OH:3])=[O:2].C(N(CC)CC)C.C[Si](Cl)(C)C.II.O.C(S)C, predict the reaction product. (3) Given the reactants [CH2:1]([C:7]1[CH:12]=[CH:11][C:10]([O:13][CH3:14])=[CH:9][CH:8]=1)[CH2:2][CH2:3][CH2:4][C:5]#[CH:6].[N-:15]=[N+:16]=[N-:17].[Na+].[Cl-].[NH4+].C[N:22](C)C=O, predict the reaction product. The product is: [CH3:14][O:13][C:10]1[CH:11]=[CH:12][C:7]([CH2:1][CH2:2][CH2:3][CH2:4][C:5]2[N:15]=[N:16][NH:17][N:22]=2)=[CH:8][CH:9]=1.[CH3:14][O:13][C:10]1[CH:9]=[CH:8][C:7]([CH2:1][CH2:2][CH2:3][CH2:4][C:5]2[N:15]=[N:16][NH:17][CH:6]=2)=[CH:12][CH:11]=1. (4) Given the reactants [Cl:1][C:2]1[CH:7]=[C:6]([OH:8])[CH:5]=[CH:4][C:3]=1[C:9]1[CH:14]=[CH:13][CH:12]=[C:11]([CH2:15][O:16][C:17]2[CH:22]=[CH:21][C:20]([C:23]3([CH2:27][C:28]([O:30][CH2:31][CH3:32])=[O:29])[CH2:26][O:25][CH2:24]3)=[CH:19][CH:18]=2)[CH:10]=1.CC1C=CC(S(O[CH2:44][CH2:45][CH2:46][S:47]([CH3:50])(=[O:49])=[O:48])(=O)=O)=CC=1.C(=O)([O-])[O-].[Cs+].[Cs+], predict the reaction product. The product is: [Cl:1][C:2]1[CH:7]=[C:6]([O:8][CH2:44][CH2:45][CH2:46][S:47]([CH3:50])(=[O:49])=[O:48])[CH:5]=[CH:4][C:3]=1[C:9]1[CH:14]=[CH:13][CH:12]=[C:11]([CH2:15][O:16][C:17]2[CH:22]=[CH:21][C:20]([C:23]3([CH2:27][C:28]([O:30][CH2:31][CH3:32])=[O:29])[CH2:24][O:25][CH2:26]3)=[CH:19][CH:18]=2)[CH:10]=1. (5) Given the reactants [Br:1][C:2]1[C:15](=[O:16])[N:14]([CH:17]2[CH2:21][CH2:20][CH2:19][CH2:18]2)[C:5]2[N:6]=[C:7](S(C)=O)[N:8]=[C:9]([CH3:10])[C:4]=2[CH:3]=1.[NH2:22][CH2:23][C:24]([CH3:27])([OH:26])[CH3:25].C(N(CC)CC)C, predict the reaction product. The product is: [Br:1][C:2]1[C:15](=[O:16])[N:14]([CH:17]2[CH2:21][CH2:20][CH2:19][CH2:18]2)[C:5]2[N:6]=[C:7]([NH:22][CH2:23][C:24]([OH:26])([CH3:27])[CH3:25])[N:8]=[C:9]([CH3:10])[C:4]=2[CH:3]=1.